This data is from Full USPTO retrosynthesis dataset with 1.9M reactions from patents (1976-2016). The task is: Predict the reactants needed to synthesize the given product. (1) Given the product [C:26]1([C@H:24]2[CH2:25][NH:22][CH:23]2[C:32]([NH:1][C:2]2[CH:11]=[CH:10][C:9]([C:12]([NH2:14])=[O:13])=[C:8]3[C:3]=2[CH:4]=[CH:5][CH:6]=[N:7]3)=[O:33])[CH:27]=[CH:28][CH:29]=[CH:30][CH:31]=1, predict the reactants needed to synthesize it. The reactants are: [NH2:1][C:2]1[CH:11]=[CH:10][C:9]([C:12]([NH2:14])=[O:13])=[C:8]2[C:3]=1[CH:4]=[CH:5][CH:6]=[N:7]2.C(OC([N:22]1[CH2:25][C@H:24]([C:26]2[CH:31]=[CH:30][CH:29]=[CH:28][CH:27]=2)[CH:23]1[C:32](O)=[O:33])=O)(C)(C)C. (2) The reactants are: [CH2:1]([N:3]1[C:15]2[CH:14]=[CH:13][C:12]([NH2:16])=[CH:11][C:10]=2[C:9]2[C:4]1=[CH:5][CH:6]=[CH:7][CH:8]=2)[CH3:2].[C:17]([C:19]1[N:24]=[CH:23][C:22]([NH:25][C:26]([CH2:28][CH:29]([CH3:34])[CH2:30][C:31](O)=[O:32])=[O:27])=[CH:21][CH:20]=1)#[N:18].CN(C(ON1N=NC2C=CC=NC1=2)=[N+](C)C)C.F[P-](F)(F)(F)(F)F.CCN(C(C)C)C(C)C. Given the product [C:17]([C:19]1[N:24]=[CH:23][C:22]([NH:25][C:26](=[O:27])[CH2:28][CH:29]([CH3:34])[CH2:30][C:31]([NH:16][C:12]2[CH:13]=[CH:14][C:15]3[N:3]([CH2:1][CH3:2])[C:4]4[C:9]([C:10]=3[CH:11]=2)=[CH:8][CH:7]=[CH:6][CH:5]=4)=[O:32])=[CH:21][CH:20]=1)#[N:18], predict the reactants needed to synthesize it. (3) Given the product [CH:11]([C:12]1[S:14][C:2]([CH3:9])=[C:3]([C:4]([O:6][CH3:7])=[O:5])[N:13]=1)([CH3:15])[CH3:10], predict the reactants needed to synthesize it. The reactants are: Br[CH:2]([CH3:9])[C:3](=O)[C:4]([O:6][CH3:7])=[O:5].[CH3:10][CH:11]([CH3:15])[C:12](=[S:14])[NH2:13]. (4) Given the product [CH3:7][C:4]1[S:3][C:2]([N:8]2[CH2:13][CH2:12][NH:11][CH2:10][CH2:9]2)=[N:6][CH:5]=1, predict the reactants needed to synthesize it. The reactants are: I[C:2]1[S:3][C:4]([CH3:7])=[CH:5][N:6]=1.[NH:8]1[CH2:13][CH2:12][NH:11][CH2:10][CH2:9]1. (5) Given the product [Cl:28][C:9]1[CH:8]=[C:4]([CH:3]=[C:2]([Cl:1])[C:10]=1[C:11]([N:13]1[C:21]2[CH:20]=[CH:19][N:18]=[C:17]([NH:22][C:23]([CH:25]3[CH2:26][CH2:27]3)=[O:24])[C:16]=2[CH:15]=[CH:14]1)=[O:12])[C:5]([NH:59][C@H:60]([C:62]([O:64][CH2:65][CH3:66])=[O:63])[CH3:61])=[O:7], predict the reactants needed to synthesize it. The reactants are: [Cl:1][C:2]1[CH:3]=[C:4]([CH:8]=[C:9]([Cl:28])[C:10]=1[C:11]([N:13]1[C:21]2[CH:20]=[CH:19][N:18]=[C:17]([NH:22][C:23]([CH:25]3[CH2:27][CH2:26]3)=[O:24])[C:16]=2[CH:15]=[CH:14]1)=[O:12])[C:5]([OH:7])=O.C(N=C=NCCCN(C)C)C.ON1C2N=CC=CC=2N=N1.C(N(CC)C(C)C)(C)C.[NH2:59][C@H:60]([C:62]([O:64][CH2:65][CH3:66])=[O:63])[CH3:61].